This data is from Reaction yield outcomes from USPTO patents with 853,638 reactions. The task is: Predict the reaction yield, written as a fraction of the theoretical maximum amount of product (1.0 means a 100% yield; for example, 0.34 means a 34% yield). (1) The reactants are [F:1][C:2]1[CH:7]=[CH:6][CH:5]=[CH:4][C:3]=1[C:8]1[C:9]2[CH:19]=[CH:18][C:17](=[O:20])[NH:16][C:10]=2[N:11]=[C:12]([S:14][CH3:15])[N:13]=1.[H-].[Na+].I[CH3:24]. The catalyst is C1COCC1. The product is [F:1][C:2]1[CH:7]=[CH:6][CH:5]=[CH:4][C:3]=1[C:8]1[C:9]2[CH:19]=[CH:18][C:17](=[O:20])[N:16]([CH3:24])[C:10]=2[N:11]=[C:12]([S:14][CH3:15])[N:13]=1. The yield is 0.920. (2) The reactants are FC(F)(F)C(O)=O.[CH:8]([N:11]1[C:15]([C:16]2[N:25]=[C:24]3[N:18]([CH2:19][CH2:20][O:21][C:22]4[CH:29]=[C:28]([CH:30]5[CH2:35][CH2:34][NH:33][CH2:32][CH2:31]5)[CH:27]=[CH:26][C:23]=43)[CH:17]=2)=[N:14][C:13]([CH2:36][O:37][CH3:38])=[N:12]1)([CH3:10])[CH3:9].Br[CH2:40][C:41]([NH2:43])=[O:42].C(=O)([O-])[O-].[K+].[K+]. The catalyst is C1COCC1.C(Cl)Cl.O. The product is [CH:8]([N:11]1[C:15]([C:16]2[N:25]=[C:24]3[C:23]4[CH:26]=[CH:27][C:28]([CH:30]5[CH2:35][CH2:34][N:33]([CH2:40][C:41]([NH2:43])=[O:42])[CH2:32][CH2:31]5)=[CH:29][C:22]=4[O:21][CH2:20][CH2:19][N:18]3[CH:17]=2)=[N:14][C:13]([CH2:36][O:37][CH3:38])=[N:12]1)([CH3:10])[CH3:9]. The yield is 0.430. (3) The reactants are [C:1]([O:5][C:6]([N:8]([CH3:48])[C@@H:9]([CH3:47])[C:10]([NH:12][C@@H:13]([C:43]([CH3:46])([CH3:45])[CH3:44])[C:14]([N:16]1[C@H:25]([C:26](=[O:38])[NH:27][C@H:28]2[C:37]3[C:32](=[CH:33][CH:34]=[CH:35][CH:36]=3)[CH2:31][CH2:30][CH2:29]2)[CH2:24][C:23]2[C:18](=[CH:19][C:20]([C:39]([O:41]C)=[O:40])=[CH:21][CH:22]=2)[CH2:17]1)=[O:15])=[O:11])=[O:7])([CH3:4])([CH3:3])[CH3:2].[OH-].[Na+].CCOC(C)=O.Cl. The catalyst is C1COCC1.CO. The product is [C:1]([O:5][C:6]([N:8]([CH3:48])[C@@H:9]([CH3:47])[C:10]([NH:12][C@@H:13]([C:43]([CH3:46])([CH3:45])[CH3:44])[C:14]([N:16]1[C@H:25]([C:26](=[O:38])[NH:27][C@H:28]2[C:37]3[C:32](=[CH:33][CH:34]=[CH:35][CH:36]=3)[CH2:31][CH2:30][CH2:29]2)[CH2:24][C:23]2[C:18](=[CH:19][C:20]([C:39]([OH:41])=[O:40])=[CH:21][CH:22]=2)[CH2:17]1)=[O:15])=[O:11])=[O:7])([CH3:4])([CH3:3])[CH3:2]. The yield is 0.950. (4) The reactants are F[C:2](F)(F)[C:3]([OH:5])=O.F[C:9]1[N:16]=[CH:15][CH:14]=[CH:13][C:10]=1[C:11]#[N:12].[CH:17]([N:20](C(C)C)[CH2:21]C)(C)[CH3:18]. The catalyst is ClCCl.O1CCCC1. The yield is 0.510. The product is [CH:3]12[CH2:2][CH:17]([N:20]([C:9]3[N:16]=[CH:15][CH:14]=[CH:13][C:10]=3[C:11]#[N:12])[CH2:21]1)[CH2:18][O:5]2. (5) The reactants are C([O:5][C:6](=[O:46])[CH2:7][N:8]([C:16]1[CH:21]=[CH:20][CH:19]=[C:18]([CH:22]([CH2:33][C:34]2[CH:39]=[CH:38][C:37]([C:40]3[CH:45]=[CH:44][CH:43]=[CH:42][CH:41]=3)=[CH:36][CH:35]=2)[NH:23][S:24]([C:27]2[CH:28]=[N:29][CH:30]=[CH:31][CH:32]=2)(=[O:26])=[O:25])[N:17]=1)C(OC(C)(C)C)=O)(C)(C)C.[ClH:47].O1CCOCC1. The catalyst is C(Cl)Cl. The product is [ClH:47].[C:37]1([C:40]2[CH:41]=[CH:42][CH:43]=[CH:44][CH:45]=2)[CH:36]=[CH:35][C:34]([CH2:33][CH:22]([NH:23][S:24]([C:27]2[CH:28]=[N:29][CH:30]=[CH:31][CH:32]=2)(=[O:25])=[O:26])[C:18]2[N:17]=[C:16]([NH:8][CH2:7][C:6]([OH:46])=[O:5])[CH:21]=[CH:20][CH:19]=2)=[CH:39][CH:38]=1. The yield is 0.940. (6) The reactants are [NH:1]1[C:9]2[C:4](=[CH:5][CH:6]=[CH:7][CH:8]=2)[C:3]([CH2:10][C:11]([OH:13])=[O:12])=[CH:2]1.Cl.[CH2:15](OCC)[CH3:16]. The catalyst is C(O)C. The product is [NH:1]1[C:9]2[C:4](=[CH:5][CH:6]=[CH:7][CH:8]=2)[C:3]([CH2:10][C:11]([O:13][CH2:15][CH3:16])=[O:12])=[CH:2]1. The yield is 0.980. (7) The reactants are C(OC([N:8]1[CH2:13][CH2:12][N:11]([CH2:14][C:15]2[CH:20]=[CH:19][CH:18]=[C:17]([O:21][C:22]3[CH:27]=[CH:26][C:25]([Cl:28])=[CH:24][CH:23]=3)[CH:16]=2)[CH2:10][CH2:9]1)=O)(C)(C)C.O.Cl.C1COCC1. The catalyst is O1CCOCC1. The product is [ClH:28].[Cl:28][C:25]1[CH:26]=[CH:27][C:22]([O:21][C:17]2[CH:16]=[C:15]([CH:20]=[CH:19][CH:18]=2)[CH2:14][N:11]2[CH2:12][CH2:13][NH:8][CH2:9][CH2:10]2)=[CH:23][CH:24]=1. The yield is 0.950.